From a dataset of Reaction yield outcomes from USPTO patents with 853,638 reactions. Predict the reaction yield, written as a fraction of the theoretical maximum amount of product (1.0 means a 100% yield; for example, 0.34 means a 34% yield). The reactants are Cl[C:2]1[CH:11]=[CH:10][C:9]2[C:4](=[CH:5][CH:6]=[CH:7][C:8]=2[Cl:12])[N:3]=1.CC1(C)C(C)(C)OB([C:21]2[CH:33]=[C:32]([CH3:34])[C:31]3[C:30]4[C:25](=[CH:26][CH:27]=[CH:28][CH:29]=4)[C:24]([CH3:36])([CH3:35])[C:23]=3[CH:22]=2)O1.C(=O)([O-])[O-].[K+].[K+]. The catalyst is C1COCC1.O.C1(P([Pd](P(C2C=CC=CC=2)(C2C=CC=CC=2)C2C=CC=CC=2)(P(C2C=CC=CC=2)(C2C=CC=CC=2)C2C=CC=CC=2)P(C2C=CC=CC=2)(C2C=CC=CC=2)C2C=CC=CC=2)(C2C=CC=CC=2)C2C=CC=CC=2)C=CC=CC=1. The product is [Cl:12][C:8]1[CH:7]=[CH:6][CH:5]=[C:4]2[C:9]=1[CH:10]=[CH:11][C:2]([C:21]1[CH:33]=[C:32]([CH3:34])[C:31]3[C:30]4[C:25](=[CH:26][CH:27]=[CH:28][CH:29]=4)[C:24]([CH3:36])([CH3:35])[C:23]=3[CH:22]=1)=[N:3]2. The yield is 0.890.